From a dataset of Full USPTO retrosynthesis dataset with 1.9M reactions from patents (1976-2016). Predict the reactants needed to synthesize the given product. (1) Given the product [N:23]1[CH:24]=[CH:25][C:20]([N:15]2[CH:16]=[CH:17][C:18](=[O:19])[C:13]([C:12]3[N:8]([C:4]4[CH:5]=[CH:6][CH:7]=[C:2]([C:27]#[C:26][Si:28]([CH3:31])([CH3:30])[CH3:29])[CH:3]=4)[N:9]=[CH:10][CH:11]=3)=[N:14]2)=[CH:21][CH:22]=1, predict the reactants needed to synthesize it. The reactants are: Br[C:2]1[CH:3]=[C:4]([N:8]2[C:12]([C:13]3[C:18](=[O:19])[CH:17]=[CH:16][N:15]([C:20]4[CH:25]=[CH:24][N:23]=[CH:22][CH:21]=4)[N:14]=3)=[CH:11][CH:10]=[N:9]2)[CH:5]=[CH:6][CH:7]=1.[C:26]([Si:28]([CH3:31])([CH3:30])[CH3:29])#[CH:27].C1C=CC(P(C2C=CC=CC=2)C2C=CC=CC=2)=CC=1.CNC. (2) Given the product [NH2:32][C:30](=[O:31])[CH2:29][C:23]1([NH:22][C:12]([C:9]2[CH:8]=[C:7]([O:15][C@@H:16]([CH3:21])[C:17]([F:20])([F:19])[F:18])[C:6]([C:2]3([F:1])[CH2:3][CH2:4][CH2:5]3)=[CH:11][N:10]=2)=[O:14])[CH2:24][S:25](=[O:27])(=[O:28])[CH2:26]1, predict the reactants needed to synthesize it. The reactants are: [F:1][C:2]1([C:6]2[C:7]([O:15][C@@H:16]([CH3:21])[C:17]([F:20])([F:19])[F:18])=[CH:8][C:9]([C:12]([OH:14])=O)=[N:10][CH:11]=2)[CH2:5][CH2:4][CH2:3]1.[NH2:22][C:23]1([CH2:29][C:30]([NH2:32])=[O:31])[CH2:26][S:25](=[O:28])(=[O:27])[CH2:24]1.